From a dataset of NCI-60 drug combinations with 297,098 pairs across 59 cell lines. Regression. Given two drug SMILES strings and cell line genomic features, predict the synergy score measuring deviation from expected non-interaction effect. Drug 1: CC(CN1CC(=O)NC(=O)C1)N2CC(=O)NC(=O)C2. Drug 2: C1=NC(=NC(=O)N1C2C(C(C(O2)CO)O)O)N. Cell line: A549. Synergy scores: CSS=25.5, Synergy_ZIP=-1.83, Synergy_Bliss=-4.41, Synergy_Loewe=-6.05, Synergy_HSA=-5.53.